This data is from Experimentally validated miRNA-target interactions with 360,000+ pairs, plus equal number of negative samples. The task is: Binary Classification. Given a miRNA mature sequence and a target amino acid sequence, predict their likelihood of interaction. (1) The miRNA is hsa-miR-133b with sequence UUUGGUCCCCUUCAACCAGCUA. The protein sequence of the target gene is MALKRIQKELTDLQRDPPAQCSAGPVGDDLFHWQATIMGPNDSPYQGGVFFLTIHFPTDYPFKPPKVAFTTKIYHPNINSNGSICLDILRSQWSPALTVSKVLLSICSLLCDPNPDDPLVPEIAHTYKADREKYNRLAREWTQKYAM. Result: 0 (no interaction). (2) The miRNA is hsa-miR-1249-3p with sequence ACGCCCUUCCCCCCCUUCUUCA. The protein sequence of the target gene is MGSGMSQILPGLYIGNFKDARDAEQLSRNKVTHILSVHDTARPMLEGVKYLCIPAADTPSQNLTRHFKESIKFIHECRLQGESCLVHCLAGVSRSVTLVIAYIMTVTDFGWEDALHTVRAGRSCANPNLGFQRQLQEFEKHEVHQYRQWLREEYGENPLRDAEEAKNILAAPGILKYWAFLRRL. Result: 0 (no interaction).